This data is from Full USPTO retrosynthesis dataset with 1.9M reactions from patents (1976-2016). The task is: Predict the reactants needed to synthesize the given product. (1) Given the product [CH2:1]([O:3][C:4]([C:6]1[O:7][C:8]2[CH:15]=[CH:14][CH:13]=[C:12]([N:16]3[CH2:22][CH2:21][CH2:20][S:17]3(=[O:19])=[O:18])[C:9]=2[C:10]=1[CH3:11])=[O:5])[CH3:2], predict the reactants needed to synthesize it. The reactants are: [CH2:1]([O:3][C:4]([C:6]1[O:7][C:8]2[CH:15]=[CH:14][CH:13]=[C:12]([NH:16][S:17]([CH2:20][CH2:21][CH2:22]Cl)(=[O:19])=[O:18])[C:9]=2[C:10]=1[CH3:11])=[O:5])[CH3:2].[H-].[Na+]. (2) The reactants are: [NH2:1][C:2]([CH3:50])([CH3:49])[CH2:3][CH2:4][CH2:5][O:6][C:7]1[CH:8]=[C:9]2[C:13](=[CH:14][CH:15]=1)[N:12]([CH3:16])[N:11]=[C:10]2[C:17]1[N:22]=[C:21]2[C:23]([C:45]([O:47]C)=[O:46])=[CH:24][N:25]([C:26]([C:39]3[CH:44]=[CH:43][CH:42]=[CH:41][CH:40]=3)([C:33]3[CH:38]=[CH:37][CH:36]=[CH:35][CH:34]=3)[C:27]3[CH:32]=[CH:31][CH:30]=[CH:29][CH:28]=3)[C:20]2=[N:19][CH:18]=1.[OH-].[K+]. Given the product [NH2:1][C:2]([CH3:50])([CH3:49])[CH2:3][CH2:4][CH2:5][O:6][C:7]1[CH:8]=[C:9]2[C:13](=[CH:14][CH:15]=1)[N:12]([CH3:16])[N:11]=[C:10]2[C:17]1[N:22]=[C:21]2[C:23]([C:45]([OH:47])=[O:46])=[CH:24][N:25]([C:26]([C:27]3[CH:32]=[CH:31][CH:30]=[CH:29][CH:28]=3)([C:33]3[CH:34]=[CH:35][CH:36]=[CH:37][CH:38]=3)[C:39]3[CH:44]=[CH:43][CH:42]=[CH:41][CH:40]=3)[C:20]2=[N:19][CH:18]=1, predict the reactants needed to synthesize it. (3) Given the product [ClH:1].[ClH:1].[N:3]1([CH:7]2[CH2:12][CH2:11][NH:10][CH2:9][CH2:8]2)[CH2:6][CH2:5][CH2:4]1, predict the reactants needed to synthesize it. The reactants are: [ClH:1].Cl.[N:3]1([CH:7]2[CH2:12][CH2:11][N:10](CC3C=CC=CC=3)[CH2:9][CH2:8]2)[CH2:6][CH2:5][CH2:4]1.O. (4) Given the product [F:38][C:21]1[CH:22]=[C:23]([N:25]2[C:33]3[CH2:32][C:31]([CH3:35])([CH3:34])[CH2:30][C:29](=[O:36])[C:28]=3[C:27]([CH3:37])=[CH:26]2)[CH:24]=[C:16]([NH:15][C@H:10]2[CH2:11][CH2:12][CH2:13][CH2:14][C@@H:9]2[OH:8])[C:17]=1[C:18]([NH2:20])=[O:19], predict the reactants needed to synthesize it. The reactants are: C([O:8][C@H:9]1[CH2:14][CH2:13][CH2:12][CH2:11][C@@H:10]1[NH:15][C:16]1[CH:24]=[C:23]([N:25]2[C:33]3[CH2:32][C:31]([CH3:35])([CH3:34])[CH2:30][C:29](=[O:36])[C:28]=3[C:27]([CH3:37])=[CH:26]2)[CH:22]=[C:21]([F:38])[C:17]=1[C:18]([NH2:20])=[O:19])C1C=CC=CC=1. (5) Given the product [CH3:35][C:32]1[N:31]=[CH:30][C:29]([C:26]2[S:25][C:24]([NH:23][C:19]3[CH:18]=[C:17]([N:1]4[CH2:6][CH2:5][NH:4][CH2:3][CH2:2]4)[CH:22]=[CH:21][N:20]=3)=[N:28][CH:27]=2)=[CH:34][CH:33]=1, predict the reactants needed to synthesize it. The reactants are: [NH:1]1[CH2:6][CH2:5][NH:4][CH2:3][CH2:2]1.C(N(C(C)C)CC)(C)C.Cl[C:17]1[CH:22]=[CH:21][N:20]=[C:19]([NH:23][C:24]2[S:25][C:26]([C:29]3[CH:30]=[N:31][C:32]([CH3:35])=[CH:33][CH:34]=3)=[CH:27][N:28]=2)[CH:18]=1. (6) Given the product [F:1][C:2]1[CH:3]=[C:4]([O:5][C:6]2[CH:11]=[CH:10][N:9]=[C:8]([NH:12][C:65]([N:64]3[CH2:67][CH2:58][CH:57]([N:54]4[CH2:53][CH2:52][N:51]([CH3:50])[CH2:56][CH2:55]4)[CH2:62][CH2:63]3)=[O:66])[CH:7]=2)[CH:31]=[CH:32][C:33]=1[N:34]([C:31]1[CH:4]=[CH:3][C:2]([F:1])=[CH:33][CH:32]=1)[C:35]([C:37]1([C:40]([NH2:41])=[O:49])[CH2:38][CH2:39]1)=[O:36], predict the reactants needed to synthesize it. The reactants are: [F:1][C:2]1[CH:3]=[C:4]([CH:31]=[CH:32][C:33]=1[NH:34][C:35]([C:37]1([C:40](=[O:49])[NH:41]C2C=CC(F)=CC=2)[CH2:39][CH2:38]1)=[O:36])[O:5][C:6]1[CH:11]=[CH:10][N:9]=[C:8]([N:12](C(OC2C=CC=CC=2)=O)C(=O)OC2C=CC=CC=2)[CH:7]=1.[CH3:50][N:51]1[CH2:56][CH2:55][N:54]([CH:57]2[CH2:62]CNC[CH2:58]2)[CH2:53][CH2:52]1.[CH3:63][N:64]([CH3:67])[CH:65]=[O:66].